This data is from Forward reaction prediction with 1.9M reactions from USPTO patents (1976-2016). The task is: Predict the product of the given reaction. (1) Given the reactants Br[C:2]1[CH:11]=[C:10]([F:12])[C:5]2[O:6][CH2:7][CH2:8][NH:9][C:4]=2[C:3]=1[CH3:13].C([O-])(=O)C.[K+].[CH3:19][C:20]1([CH3:36])[C:24]([CH3:26])([CH3:25])[O:23][B:22]([B:22]2[O:23][C:24]([CH3:26])([CH3:25])[C:20]([CH3:36])([CH3:19])[O:21]2)[O:21]1, predict the reaction product. The product is: [F:12][C:10]1[C:5]2[O:6][CH2:7][CH2:8][NH:9][C:4]=2[C:3]([CH3:13])=[C:2]([B:22]2[O:23][C:24]([CH3:26])([CH3:25])[C:20]([CH3:36])([CH3:19])[O:21]2)[CH:11]=1. (2) Given the reactants Cl[C:2]1[CH:3]=[CH:4][C:5]2[N:6]([C:8]([CH2:11][C:12]3[CH:13]=[C:14]4[C:19](=[CH:20][C:21]=3[F:22])[N:18]=[CH:17][CH:16]=[CH:15]4)=[CH:9][N:10]=2)[N:7]=1.[C:23]([O:27][C:28]([N:30]1[CH2:35][CH2:34][CH:33]([N:36]2[CH:40]=[C:39](B3OC(C)(C)C(C)(C)O3)[CH:38]=[N:37]2)[CH2:32][CH2:31]1)=[O:29])([CH3:26])([CH3:25])[CH3:24].C([O-])([O-])=O.[K+].[K+], predict the reaction product. The product is: [C:23]([O:27][C:28]([N:30]1[CH2:31][CH2:32][CH:33]([N:36]2[CH:40]=[C:39]([C:2]3[CH:3]=[CH:4][C:5]4[N:6]([C:8]([CH2:11][C:12]5[CH:13]=[C:14]6[C:19](=[CH:20][C:21]=5[F:22])[N:18]=[CH:17][CH:16]=[CH:15]6)=[CH:9][N:10]=4)[N:7]=3)[CH:38]=[N:37]2)[CH2:34][CH2:35]1)=[O:29])([CH3:26])([CH3:24])[CH3:25]. (3) Given the reactants C[O:2][C:3](=O)[CH2:4][C:5]1[CH:10]=[CH:9][CH:8]=[C:7]([N:11]2[CH2:15][CH2:14][NH:13][C:12]2=[O:16])[CH:6]=1.[BH4-].[Li+].O, predict the reaction product. The product is: [OH:2][CH2:3][CH2:4][C:5]1[CH:6]=[C:7]([N:11]2[CH2:15][CH2:14][NH:13][C:12]2=[O:16])[CH:8]=[CH:9][CH:10]=1. (4) Given the reactants [Br:1][C:2]1[O:6][C:5]([CH:7]([O:11][C:12]2[C:13]([F:22])=[C:14]([C:18]([F:21])=[CH:19][CH:20]=2)[C:15]([NH2:17])=[O:16])[CH2:8][CH2:9]O)=[N:4][C:3]=1[C:23]1[CH:28]=[CH:27][C:26]([C:29]([F:32])([F:31])[F:30])=[CH:25][CH:24]=1.P(Br)(Br)[Br:34], predict the reaction product. The product is: [Br:34][CH2:9][CH2:8][CH:7]([C:5]1[O:6][C:2]([Br:1])=[C:3]([C:23]2[CH:28]=[CH:27][C:26]([C:29]([F:32])([F:31])[F:30])=[CH:25][CH:24]=2)[N:4]=1)[O:11][C:12]1[C:13]([F:22])=[C:14]([C:18]([F:21])=[CH:19][CH:20]=1)[C:15]([NH2:17])=[O:16]. (5) Given the reactants C(C1C=C(S[C:12]([S:15][C:16]2[CH:21]=[C:20]([C:22]([CH3:25])([CH3:24])[CH3:23])[C:19]([O:26][CH2:27][C@H:28]3[C@H:32]([CH2:33][O:34][CH3:35])[O:31]C(OCC)[O:29]3)=[C:18]([C:39]([CH3:42])([CH3:41])[CH3:40])[CH:17]=2)([CH3:14])[CH3:13])C=C(C(C)(C)C)C=1O)(C)(C)C.[C:48]([OH:51])(=O)[CH3:49], predict the reaction product. The product is: [C:39]([C:18]1[CH:17]=[C:16]([SH:15]([CH:12]([CH3:13])[CH3:14])[S:15][C:16]2[CH:21]=[C:49]([C:22]([CH3:20])([CH3:23])[CH3:24])[C:48]([OH:51])=[C:18]([C:39]([CH3:42])([CH3:40])[CH3:41])[CH:17]=2)[CH:21]=[C:20]([C:22]([CH3:24])([CH3:25])[CH3:23])[C:19]=1[O:26][CH2:27][C@H:28]([OH:29])[C@@H:32]([OH:31])[CH2:33][O:34][CH3:35])([CH3:42])([CH3:41])[CH3:40]. (6) The product is: [Si:1]([O:18][CH2:19][C@H:20]1[O:24][C@@H:23]([N:25]2[C:34]3[N:33]=[CH:32][N:31]=[C:29]([NH2:30])[C:28]=3[N:27]=[CH:26]2)[C@H:22]([O:35][CH2:36][CH2:37][O:38][CH3:40])[C@@H:21]1[OH:39])([C:14]([CH3:15])([CH3:17])[CH3:16])([C:2]1[CH:3]=[CH:4][CH:5]=[CH:6][CH:7]=1)[C:8]1[CH:9]=[CH:10][CH:11]=[CH:12][CH:13]=1. Given the reactants [Si:1]([O:18][CH2:19][C@H:20]1[O:24][C@@H:23]([N:25]2[C:34]3[N:33]=[CH:32][N:31]=[C:29]([NH2:30])[C:28]=3[N:27]=[CH:26]2)[C@H:22]([O:35][CH2:36][CH2:37][OH:38])[C@@H:21]1[OH:39])([C:14]([CH3:17])([CH3:16])[CH3:15])([C:8]1[CH:13]=[CH:12][CH:11]=[CH:10][CH:9]=1)[C:2]1[CH:7]=[CH:6][CH:5]=[CH:4][CH:3]=1.[CH3:40]I, predict the reaction product. (7) Given the reactants [H-].[Na+].[Br-].[C:4]([CH2:9][P+](C1C=CC=CC=1)(C1C=CC=CC=1)C1C=CC=CC=1)([O:6][CH2:7][CH3:8])=[O:5].[Cl:29][C:30]1[CH:31]=[C:32]([CH:35]=[C:36]([Cl:38])[N:37]=1)[CH:33]=O.Cl, predict the reaction product. The product is: [CH2:7]([O:6][C:4](=[O:5])/[CH:9]=[CH:33]/[C:32]1[CH:31]=[C:30]([Cl:29])[N:37]=[C:36]([Cl:38])[CH:35]=1)[CH3:8]. (8) Given the reactants [Cl:1][C:2]1[N:3]=[C:4]2[C:12]([CH3:13])=[CH:11][CH:10]=[CH:9][N:5]2[C:6](=[O:8])[CH:7]=1.F[B-](F)(F)F.[O:19]=[N+:20]=[O:21].S1(CCCC1)(=O)=O.[OH-].[Na+], predict the reaction product. The product is: [Cl:1][C:2]1[N:3]=[C:4]2[C:12]([CH3:13])=[CH:11][CH:10]=[CH:9][N:5]2[C:6](=[O:8])[C:7]=1[N+:20]([O-:21])=[O:19].